From a dataset of Drug-target binding data from BindingDB using IC50 measurements. Regression. Given a target protein amino acid sequence and a drug SMILES string, predict the binding affinity score between them. We predict pIC50 (pIC50 = -log10(IC50 in M); higher means more potent). Dataset: bindingdb_ic50. (1) The drug is N=C(N)N1CCC(C(CS)C(=O)O)CC1. The target protein (P15169) has sequence MSDLLSVFLHLLLLFKLVAPVTFRHHRYDDLVRTLYKVQNECPGITRVYSIGRSVEGRHLYVLEFSDHPGIHEPLEPEVKYVGNMHGNEALGRELMLQLSEFLCEEFRNRNQRIVQLIQDTRIHILPSMNPDGYEVAAAQGPNKPGYLVGRNNANGVDLNRNFPDLNTYIYYNEKYGGPNHHLPLPDNWKSQVEPETRAVIRWMHSFNFVLSANLHGGAVVANYPYDKSFEHRVRGVRRTASTPTPDDKLFQKLAKVYSYAHGWMFQGWNCGDYFPDGITNGASWYSLSKGMQDFNYLHTNCFEITLELSCDKFPPEEELQREWLGNREALIQFLEQVHQGIKGMVLDENYNNLANAVISVSGINHDVTSGDHGDYFRLLLPGIYTVSATAPGYDPETVTVTVGPAEPTLVNFHLKRSIPQVSPVRRAPSRRHGVRAKVQPQARKKEMEMRQLQRGPA. The pIC50 is 5.5. (2) The small molecule is CCNC(=O)Nc1ccc2nnsc2c1. The target protein sequence is MCSLASGATGGRGAVENEEDLPELSDSGDEAAWEDEDDADLPHGKQQTPCLFCNRLFTSAEETFSHCKSEHQFNIDSMVHKHGLEFYGYIKLINFIRLKNPTVEYMNSIYNPVPWEKEEYLKPVLEDDLLLQFDVEDLYEPVSVPFSYPNGLSENTSVVEKLKHMEARALSAEAALARAREDLQKMKQFAQDFVMHTDVRTCSSSTSVIADLQEDEDGVYFSSYGHYGIHEEMLKDKIRTESYRDFIYQNPHIFKDKVVLDVGCGTGILSMFAAKAGAKKVLGVDQSEILYQAMDIIRLNKLEDTITLIKGKIEEVHLPVEKVDVIISEWMGYFLLFESMLDSVLYAKNKYLAKGGSVYPDICTISLVAVSDVNKHADRIAFWDDVYGFKMSCMKKAVIPEAVVEVLDPKTLISEPCGIKHIDCHTTSISDLEFSSDFTLKITRTSMCTAIAGYFDIYFEKNCHNRVVFSTGPQSTKTHWKQTVFLLEKPFSVKAGEALK.... The pIC50 is 4.8.